Dataset: Catalyst prediction with 721,799 reactions and 888 catalyst types from USPTO. Task: Predict which catalyst facilitates the given reaction. (1) Reactant: Cl[C:2]1[N:7]=[C:6]([N:8]([CH2:10][CH2:11][CH2:12][C:13]2[CH:18]=[CH:17][C:16]([F:19])=[CH:15][CH:14]=2)[CH3:9])[N:5]=[C:4]([CH2:20][NH:21][CH2:22][CH2:23][C:24]2[CH:29]=[CH:28][C:27]([OH:30])=[CH:26][CH:25]=2)[N:3]=1.[CH3:31][N:32]1[CH2:37][CH2:36][NH:35][CH2:34][CH2:33]1.CC#N.C(O)(C(F)(F)F)=O. Product: [F:19][C:16]1[CH:17]=[CH:18][C:13]([CH2:12][CH2:11][CH2:10][N:8]([CH3:9])[C:6]2[N:7]=[C:2]([N:35]3[CH2:36][CH2:37][N:32]([CH3:31])[CH2:33][CH2:34]3)[N:3]=[C:4]([CH2:20][NH:21][CH2:22][CH2:23][C:24]3[CH:29]=[CH:28][C:27]([OH:30])=[CH:26][CH:25]=3)[N:5]=2)=[CH:14][CH:15]=1. The catalyst class is: 6. (2) Reactant: F[C:2]1[C:7]([C:8]([F:11])([F:10])[F:9])=[CH:6][CH:5]=[CH:4][C:3]=1[C:12](=[O:21])[CH2:13][CH2:14][C:15]1[CH:20]=[CH:19][CH:18]=[CH:17][CH:16]=1.[OH-].[NH4+:23]. Product: [NH2:23][C:2]1[C:7]([C:8]([F:11])([F:10])[F:9])=[CH:6][CH:5]=[CH:4][C:3]=1[C:12](=[O:21])[CH2:13][CH2:14][C:15]1[CH:20]=[CH:19][CH:18]=[CH:17][CH:16]=1. The catalyst class is: 57.